This data is from Peptide-MHC class I binding affinity with 185,985 pairs from IEDB/IMGT. The task is: Regression. Given a peptide amino acid sequence and an MHC pseudo amino acid sequence, predict their binding affinity value. This is MHC class I binding data. (1) The peptide sequence is GEILLLEWLA. The MHC is HLA-B40:01 with pseudo-sequence HLA-B40:01. The binding affinity (normalized) is 0.722. (2) The peptide sequence is QIIEQLIKK. The MHC is HLA-A01:01 with pseudo-sequence HLA-A01:01. The binding affinity (normalized) is 0.